From a dataset of Peptide-MHC class II binding affinity with 134,281 pairs from IEDB. Regression. Given a peptide amino acid sequence and an MHC pseudo amino acid sequence, predict their binding affinity value. This is MHC class II binding data. (1) The binding affinity (normalized) is 0.258. The peptide sequence is SKGDSARVTVKDVTF. The MHC is DRB3_0101 with pseudo-sequence DRB3_0101. (2) The peptide sequence is ESYKFIPALEAAVKQAYAAT. The binding affinity (normalized) is 0.732. The MHC is DRB1_0802 with pseudo-sequence DRB1_0802. (3) The peptide sequence is SQDLQLSWNLNGLQAY. The MHC is HLA-DQA10301-DQB10302 with pseudo-sequence HLA-DQA10301-DQB10302. The binding affinity (normalized) is 0.394. (4) The peptide sequence is NHLKTVLEEKLEKED. The MHC is DRB1_1101 with pseudo-sequence DRB1_1101. The binding affinity (normalized) is 0.0878. (5) The peptide sequence is SEAVLRGQALLVNSS. The MHC is DRB4_0101 with pseudo-sequence DRB4_0103. The binding affinity (normalized) is 0.710. (6) The peptide sequence is ADYLRMWIQAATVMS. The MHC is DRB1_0101 with pseudo-sequence DRB1_0101. The binding affinity (normalized) is 0.701. (7) The binding affinity (normalized) is 0.538. The peptide sequence is AIQQVRSLIGNEEFLDY. The MHC is DRB1_1501 with pseudo-sequence DRB1_1501. (8) The peptide sequence is LPVPPTVTVFKIPKK. The MHC is HLA-DQA10301-DQB10302 with pseudo-sequence HLA-DQA10301-DQB10302. The binding affinity (normalized) is 0.154. (9) The peptide sequence is QWHKEGSSIGKLFTQHHHHHH. The MHC is DRB4_0103 with pseudo-sequence DRB4_0103. The binding affinity (normalized) is 0.595. (10) The peptide sequence is KNTIVIPKGDFLTGP. The MHC is DRB1_0802 with pseudo-sequence DRB1_0802. The binding affinity (normalized) is 0.00803.